From a dataset of Full USPTO retrosynthesis dataset with 1.9M reactions from patents (1976-2016). Predict the reactants needed to synthesize the given product. (1) The reactants are: C(O[BH-](OC(=O)C)OC(=O)C)(=O)C.[Na+].[ClH:15].Cl.[CH:17]([CH:30]1[CH2:35][NH:34][CH2:33][CH2:32][NH:31]1)([C:24]1[CH:29]=[CH:28][CH:27]=[CH:26][CH:25]=1)[C:18]1[CH:23]=[CH:22][CH:21]=[CH:20][CH:19]=1.C(N(CC)C(C)C)(C)C.[CH3:45][O:46][C:47]1[CH:54]=[CH:53][C:52]([N:55]2[C:59]([C:60]([F:63])([F:62])[F:61])=[N:58][N:57]=[N:56]2)=[CH:51][C:48]=1[CH:49]=O. Given the product [ClH:15].[ClH:15].[CH:17]([CH:30]1[NH:31][CH2:32][CH2:33][N:34]([CH2:49][C:48]2[CH:51]=[C:52]([N:55]3[C:59]([C:60]([F:63])([F:62])[F:61])=[N:58][N:57]=[N:56]3)[CH:53]=[CH:54][C:47]=2[O:46][CH3:45])[CH2:35]1)([C:24]1[CH:29]=[CH:28][CH:27]=[CH:26][CH:25]=1)[C:18]1[CH:19]=[CH:20][CH:21]=[CH:22][CH:23]=1, predict the reactants needed to synthesize it. (2) The reactants are: [Br:1][C:2]1[CH:3]=[N:4][NH:5][CH:6]=1.C(=O)([O-])[O-].[Cs+].[Cs+].CS(O[CH2:18][CH2:19][C@@H:20]([NH:29][C:30]([O:32][C:33]([CH3:36])([CH3:35])[CH3:34])=[O:31])[CH2:21][C:22]1[CH:27]=[CH:26][C:25]([Cl:28])=[CH:24][CH:23]=1)(=O)=O. Given the product [Br:1][C:2]1[CH:3]=[N:4][N:5]([CH2:18][CH2:19][C@@H:20]([NH:29][C:30](=[O:31])[O:32][C:33]([CH3:36])([CH3:35])[CH3:34])[CH2:21][C:22]2[CH:27]=[CH:26][C:25]([Cl:28])=[CH:24][CH:23]=2)[CH:6]=1, predict the reactants needed to synthesize it. (3) Given the product [C:1]([C:5]1[N:6]([CH3:11])[CH:7]=[C:8]([Sn:22]([CH3:24])([CH3:23])[CH3:21])[N:9]=1)([CH3:4])([CH3:3])[CH3:2], predict the reactants needed to synthesize it. The reactants are: [C:1]([C:5]1[N:6]([CH3:11])[CH:7]=[C:8](I)[N:9]=1)([CH3:4])([CH3:3])[CH3:2].CC[Mg+].[Br-].CCOCC.[CH3:21][Sn:22](Cl)([CH3:24])[CH3:23].C1COCC1. (4) The reactants are: [OH:1][C:2]([CH3:35])([CH3:34])[CH2:3][C@@:4]1([C:28]2[CH:33]=[CH:32][CH:31]=[CH:30][CH:29]=2)[O:9][C:8](=[O:10])[N:7]([C@H:11]([C:13]2[CH:18]=[CH:17][C:16](B3OC(C)(C)C(C)(C)O3)=[CH:15][CH:14]=2)[CH3:12])[CH2:6][CH2:5]1.[OH:36][CH2:37][CH2:38][N:39]1[CH:44]=[CH:43][C:42](I)=[CH:41][C:40]1=[O:46].C([O-])([O-])=O.[Cs+].[Cs+]. Given the product [OH:1][C:2]([CH3:34])([CH3:35])[CH2:3][C@@:4]1([C:28]2[CH:33]=[CH:32][CH:31]=[CH:30][CH:29]=2)[O:9][C:8](=[O:10])[N:7]([C@H:11]([C:13]2[CH:18]=[CH:17][C:16]([C:42]3[CH:43]=[CH:44][N:39]([CH2:38][CH2:37][OH:36])[C:40](=[O:46])[CH:41]=3)=[CH:15][CH:14]=2)[CH3:12])[CH2:6][CH2:5]1, predict the reactants needed to synthesize it.